This data is from NCI-60 drug combinations with 297,098 pairs across 59 cell lines. The task is: Regression. Given two drug SMILES strings and cell line genomic features, predict the synergy score measuring deviation from expected non-interaction effect. (1) Drug 1: CC12CCC3C(C1CCC2=O)CC(=C)C4=CC(=O)C=CC34C. Drug 2: CN(C)N=NC1=C(NC=N1)C(=O)N. Cell line: SF-268. Synergy scores: CSS=19.9, Synergy_ZIP=3.28, Synergy_Bliss=0.0717, Synergy_Loewe=-43.4, Synergy_HSA=-3.88. (2) Drug 1: CC12CCC3C(C1CCC2=O)CC(=C)C4=CC(=O)C=CC34C. Drug 2: CC1C(C(=O)NC(C(=O)N2CCCC2C(=O)N(CC(=O)N(C(C(=O)O1)C(C)C)C)C)C(C)C)NC(=O)C3=C4C(=C(C=C3)C)OC5=C(C(=O)C(=C(C5=N4)C(=O)NC6C(OC(=O)C(N(C(=O)CN(C(=O)C7CCCN7C(=O)C(NC6=O)C(C)C)C)C)C(C)C)C)N)C. Cell line: HCC-2998. Synergy scores: CSS=47.4, Synergy_ZIP=5.83, Synergy_Bliss=7.06, Synergy_Loewe=7.06, Synergy_HSA=6.81. (3) Drug 1: CC1=CC=C(C=C1)C2=CC(=NN2C3=CC=C(C=C3)S(=O)(=O)N)C(F)(F)F. Drug 2: C1C(C(OC1N2C=NC3=C2NC=NCC3O)CO)O. Cell line: PC-3. Synergy scores: CSS=-0.996, Synergy_ZIP=0.551, Synergy_Bliss=-0.488, Synergy_Loewe=-2.54, Synergy_HSA=-2.69.